Dataset: Peptide-MHC class I binding affinity with 185,985 pairs from IEDB/IMGT. Task: Regression. Given a peptide amino acid sequence and an MHC pseudo amino acid sequence, predict their binding affinity value. This is MHC class I binding data. (1) The peptide sequence is MEDCPNEGV. The MHC is HLA-A02:19 with pseudo-sequence HLA-A02:19. The binding affinity (normalized) is 0.149. (2) The peptide sequence is IQNALEKAL. The MHC is HLA-A03:01 with pseudo-sequence HLA-A03:01. The binding affinity (normalized) is 0.0847. (3) The peptide sequence is TTYMDTFFR. The MHC is HLA-A68:01 with pseudo-sequence HLA-A68:01. The binding affinity (normalized) is 1.00. (4) The peptide sequence is RVHFHRFMY. The MHC is HLA-A02:03 with pseudo-sequence HLA-A02:03. The binding affinity (normalized) is 0.0847. (5) The peptide sequence is RRPSQPPA. The MHC is Mamu-A01 with pseudo-sequence Mamu-A01. The binding affinity (normalized) is 0. (6) The peptide sequence is RRFTQAIYD. The MHC is HLA-A29:02 with pseudo-sequence HLA-A29:02. The binding affinity (normalized) is 0.0847.